The task is: Predict the reactants needed to synthesize the given product.. This data is from Full USPTO retrosynthesis dataset with 1.9M reactions from patents (1976-2016). (1) Given the product [CH3:1][O:2][C:3]1[CH:4]=[CH:5][C:6]([CH2:7][O:8][C@H:9]2[CH2:14][N:13]([S:15]([C:18]3[CH:19]=[CH:20][C:21]([CH3:24])=[CH:22][CH:23]=3)(=[O:16])=[O:17])[C@H:12]([CH2:25][OH:26])[CH2:11][CH2:10]2)=[CH:37][CH:38]=1, predict the reactants needed to synthesize it. The reactants are: [CH3:1][O:2][C:3]1[CH:38]=[CH:37][C:6]([CH2:7][O:8][C@H:9]2[CH2:14][N:13]([S:15]([C:18]3[CH:23]=[CH:22][C:21]([CH3:24])=[CH:20][CH:19]=3)(=[O:17])=[O:16])[C@H:12]([CH2:25][O:26][Si](C(C)C)(C(C)C)C(C)C)[CH2:11][CH2:10]2)=[CH:5][CH:4]=1.[F-].C([N+](CCCC)(CCCC)CCCC)CCC. (2) The reactants are: [OH:1][CH:2]([CH3:15])[CH2:3][C:4]([CH:6]1[C:11]([CH3:13])([CH3:12])[CH2:10][CH2:9][CH:8]=[C:7]1[CH3:14])=[O:5].CCN(CC)CC.[S:23](Cl)([C:26]1[CH:32]=[CH:31][C:29]([CH3:30])=[CH:28][CH:27]=1)(=[O:25])=[O:24].Cl. Given the product [CH3:30][C:29]1[CH:31]=[CH:32][C:26]([S:23]([O:1][CH:2]([CH3:15])[CH2:3][C:4](=[O:5])[CH:6]2[C:11]([CH3:13])([CH3:12])[CH2:10][CH2:9][CH:8]=[C:7]2[CH3:14])(=[O:25])=[O:24])=[CH:27][CH:28]=1, predict the reactants needed to synthesize it. (3) Given the product [CH2:1]([O:3][C:4](=[O:20])[CH2:5][C:6]1[CH:7]=[C:8]([O:12][Si:13]([C:16]([CH3:19])([CH3:18])[CH3:17])([CH3:15])[CH3:14])[CH:9]=[CH:10][C:11]=1[Br:26])[CH3:2], predict the reactants needed to synthesize it. The reactants are: [CH2:1]([O:3][C:4](=[O:20])[CH2:5][C:6]1[CH:11]=[CH:10][CH:9]=[C:8]([O:12][Si:13]([C:16]([CH3:19])([CH3:18])[CH3:17])([CH3:15])[CH3:14])[CH:7]=1)[CH3:2].C([O-])(=O)C.[K+].[Br:26]Br. (4) The reactants are: [C:1]1([C:7]2[S:11][C:10]([O:12][C@@H:13]3[CH:20]4[CH2:21][N:16]5[CH2:17][CH:18]([CH2:22][CH:14]3[CH2:15]5)[CH2:19]4)=[N:9][N:8]=2)[CH:6]=[CH:5][CH:4]=[CH:3][CH:2]=1.[C:23]([OH:35])(=[O:34])[CH2:24][C:25]([CH2:30][C:31]([OH:33])=[O:32])([C:27]([OH:29])=[O:28])[OH:26]. Given the product [C:23]([OH:35])(=[O:34])[CH2:24][C:25]([CH2:30][C:31]([OH:33])=[O:32])([C:27]([OH:29])=[O:28])[OH:26].[C:1]1([C:7]2[S:11][C:10]([O:12][C@@H:13]3[CH:20]4[CH2:21][N:16]5[CH2:17][CH:18]([CH2:22][CH:14]3[CH2:15]5)[CH2:19]4)=[N:9][N:8]=2)[CH:2]=[CH:3][CH:4]=[CH:5][CH:6]=1, predict the reactants needed to synthesize it. (5) The reactants are: [NH:1]([C:3]1[CH:10]=[CH:9][C:6]([C:7]#[N:8])=[CH:5][N:4]=1)N.[CH3:11][O:12][C:13]1[CH:18]=[CH:17][C:16]([C:19](=O)[CH2:20][C:21]2[CH:26]=[CH:25][CH:24]=[CH:23][CH:22]=2)=[CH:15][CH:14]=1. Given the product [CH3:11][O:12][C:13]1[CH:18]=[CH:17][C:16]([C:19]2[C:10]3[C:3](=[N:4][CH:5]=[C:6]([C:7]#[N:8])[CH:9]=3)[NH:1][C:20]=2[C:21]2[CH:26]=[CH:25][CH:24]=[CH:23][CH:22]=2)=[CH:15][CH:14]=1, predict the reactants needed to synthesize it.